Dataset: Peptide-MHC class I binding affinity with 185,985 pairs from IEDB/IMGT. Task: Regression. Given a peptide amino acid sequence and an MHC pseudo amino acid sequence, predict their binding affinity value. This is MHC class I binding data. (1) The peptide sequence is AEMKTDAATLA. The MHC is HLA-B07:02 with pseudo-sequence HLA-B07:02. The binding affinity (normalized) is 0.000532. (2) The peptide sequence is YPLSIPATL. The MHC is HLA-B53:01 with pseudo-sequence HLA-B53:01. The binding affinity (normalized) is 0.854. (3) The peptide sequence is YYVSRDTLL. The MHC is H-2-Kd with pseudo-sequence H-2-Kd. The binding affinity (normalized) is 0.574. (4) The peptide sequence is AQFSPQYL. The MHC is Mamu-A02 with pseudo-sequence Mamu-A02. The binding affinity (normalized) is 0. (5) The peptide sequence is CAVIPFDDIV. The MHC is HLA-A02:06 with pseudo-sequence HLA-A02:06. The binding affinity (normalized) is 0.518. (6) The peptide sequence is RVRQLDESI. The MHC is HLA-A02:01 with pseudo-sequence HLA-A02:01. The binding affinity (normalized) is 0.0847. (7) The peptide sequence is HSKKKCDEL. The MHC is Patr-B0101 with pseudo-sequence Patr-B0101. The binding affinity (normalized) is 0.0781.